Dataset: Full USPTO retrosynthesis dataset with 1.9M reactions from patents (1976-2016). Task: Predict the reactants needed to synthesize the given product. Given the product [Cl:13][C:14]1[CH:15]=[CH:16][C:17]([CH:20]([C:5]2[CH:4]=[C:3]([Cl:12])[C:2]([Cl:1])=[CH:7][C:6]=2[N+:8]([O-:10])=[O:9])[C:21]([O:23][CH3:24])=[O:22])=[CH:18][CH:19]=1, predict the reactants needed to synthesize it. The reactants are: [Cl:1][C:2]1[CH:7]=[C:6]([N+:8]([O-:10])=[O:9])[C:5](F)=[CH:4][C:3]=1[Cl:12].[Cl:13][C:14]1[CH:19]=[CH:18][C:17]([CH2:20][C:21]([O:23][CH3:24])=[O:22])=[CH:16][CH:15]=1.[H-].[Na+].[NH4+].[Cl-].